From a dataset of Full USPTO retrosynthesis dataset with 1.9M reactions from patents (1976-2016). Predict the reactants needed to synthesize the given product. (1) Given the product [O:16]=[C:15]1[C:14]2[C:9](=[CH:10][CH:11]=[CH:12][CH:13]=2)[NH:8][CH:7]=[C:6]1[C:4]([OH:5])=[O:3], predict the reactants needed to synthesize it. The reactants are: C([O:3][C:4]([C:6]1[CH:7]=[N:8][C:9]2[C:14]([C:15]=1[OH:16])=[CH:13][CH:12]=[CH:11][CH:10]=2)=[O:5])C. (2) Given the product [CH:1]1([N:6]2[CH2:12][C:11]([CH3:13])([CH3:14])[C:10](=[O:15])[N:9]([CH3:16])[C:8]3[CH:17]=[N:18][C:19]([NH:21][C:22]4[CH:30]=[CH:29][C:25]([C:26]([NH:84][C@H:81]5[CH2:82][CH2:83][C@H:78]([N:74]6[CH2:75][CH2:76][O:49][CH2:72][CH2:73]6)[CH2:79][CH2:80]5)=[O:27])=[CH:24][C:23]=4[O:31][CH3:32])=[N:20][C:7]2=3)[CH2:5][CH2:4][CH2:3][CH2:2]1, predict the reactants needed to synthesize it. The reactants are: [CH:1]1([N:6]2[CH2:12][C:11]([CH3:14])([CH3:13])[C:10](=[O:15])[N:9]([CH3:16])[C:8]3[CH:17]=[N:18][C:19]([NH:21][C:22]4[CH:30]=[CH:29][C:25]([C:26](O)=[O:27])=[CH:24][C:23]=4[O:31][CH3:32])=[N:20][C:7]2=3)[CH2:5][CH2:4][CH2:3][CH2:2]1.CCN(C(C)C)C(C)C.CN(C([O:49]N1N=NC2C=CC=CC1=2)=[N+](C)C)C.[B-](F)(F)(F)F.C(N1C[CH2:76][CH2:75][N:74]([CH:78]2[CH2:83][CH2:82][CH:81]([NH2:84])[CH2:80][CH2:79]2)[CH2:73][CH2:72]1)C1C=CC=CC=1. (3) Given the product [NH:17]1[C:16]([C:12]2[CH:11]=[C:10]3[C:15](=[CH:14][CH:13]=2)[NH:7][N:8]=[C:9]3[C:40]2[CH:41]=[C:42]([C:43]([NH:62][C:53]([CH3:55])([C:56]3[CH:61]=[CH:60][CH:59]=[CH:58][CH:57]=3)[CH3:54])=[O:44])[CH:47]=[CH:48][CH:49]=2)=[N:20][CH:19]=[N:18]1, predict the reactants needed to synthesize it. The reactants are: O1CCCCC1[N:7]1[C:15]2[C:10](=[CH:11][C:12]([C:16]3[N:20]=[CH:19][N:18](C(C4C=CC=CC=4)(C4C=CC=CC=4)C4C=CC=CC=4)[N:17]=3)=[CH:13][CH:14]=2)[C:9]([C:40]2[CH:41]=[C:42]([CH:47]=[CH:48][CH:49]=2)[C:43](OC)=[O:44])=[N:8]1.O.[OH-].[Li+].[C:53]([NH2:62])([C:56]1[CH:61]=[CH:60][CH:59]=[CH:58][CH:57]=1)([CH3:55])[CH3:54].O.ON1C2C=CC=CC=2N=N1.Cl.CN(C)CCCN=C=NCC. (4) Given the product [Cl:1][C:2]1[C:11]2[CH2:10][N:9]([C@H:12]([CH:16]([CH3:18])[CH3:17])[C:13]([N:50]3[CH2:51][C@@H:47]([F:46])[CH2:48][C@H:49]3[C:52]#[N:53])=[O:14])[C:8](=[O:19])[C:7]3=[CH:20][NH:21][C:5]([C:6]=23)=[N:4][CH:3]=1, predict the reactants needed to synthesize it. The reactants are: [Cl:1][C:2]1[C:11]2[CH2:10][N:9]([C@H:12]([CH:16]([CH3:18])[CH3:17])[C:13](O)=[O:14])[C:8](=[O:19])[C:7]3=[CH:20][NH:21][C:5]([C:6]=23)=[N:4][CH:3]=1.CN(C(ON1N=NC2C=CC=NC1=2)=[N+](C)C)C.F[P-](F)(F)(F)(F)F.[F:46][C@@H:47]1[CH2:51][NH:50][C@H:49]([C:52]#[N:53])[CH2:48]1.CN1CCOCC1. (5) Given the product [C:1]([O:5][C:6]([N:8]([CH2:13][C:14]1[CH:15]=[C:16]([CH:21]=[C:22]([CH3:24])[CH:23]=1)[C:17]([OH:19])=[O:18])[CH2:9][CH2:10][CH2:11][CH3:12])=[O:7])([CH3:2])([CH3:3])[CH3:4], predict the reactants needed to synthesize it. The reactants are: [C:1]([O:5][C:6]([N:8]([CH2:13][C:14]1[CH:15]=[C:16]([CH:21]=[C:22]([CH3:24])[CH:23]=1)[C:17]([O:19]C)=[O:18])[CH2:9][CH2:10][CH2:11][CH3:12])=[O:7])([CH3:4])([CH3:3])[CH3:2].O.[OH-].[Li+].